Dataset: Forward reaction prediction with 1.9M reactions from USPTO patents (1976-2016). Task: Predict the product of the given reaction. (1) Given the reactants [CH2:1]([O:3][C:4]([C:6]1(O)[CH2:10][N:9]([C:11]2[CH:16]=[CH:15][C:14]([Cl:17])=[CH:13][CH:12]=2)[C:8]([CH2:18][N:19]([C:21]2[CH:26]=[CH:25][C:24]([F:27])=[CH:23][CH:22]=2)[CH3:20])=[N:7]1)=[O:5])[CH3:2].O.C1(C)C=CC(S(O)(=O)=O)=CC=1, predict the reaction product. The product is: [CH2:1]([O:3][C:4]([C:6]1[N:7]=[C:8]([CH2:18][N:19]([C:21]2[CH:22]=[CH:23][C:24]([F:27])=[CH:25][CH:26]=2)[CH3:20])[N:9]([C:11]2[CH:12]=[CH:13][C:14]([Cl:17])=[CH:15][CH:16]=2)[CH:10]=1)=[O:5])[CH3:2]. (2) The product is: [Cl:1][C:2]1[CH:3]=[C:4]2[C:12](=[CH:13][CH:14]=1)[NH:11][C:10]1[CH2:9][CH2:8][CH2:7][C:6](=[N:20][NH:21][C:22](=[NH:23])[NH2:24])[C:5]2=1. Given the reactants [Cl:1][C:2]1[CH:3]=[C:4]2[C:12](=[CH:13][CH:14]=1)[NH:11][C:10]1[CH2:9][CH2:8][CH2:7][C:6](=O)[C:5]2=1.C(=O)(O)O.[NH2:20][NH:21][C:22]([NH2:24])=[NH:23], predict the reaction product. (3) Given the reactants [Cl-].[C:2]([O:6][C:7](=[O:10])[CH2:8][Zn+])([CH3:5])([CH3:4])[CH3:3].[Cl:11][C:12]1[CH:40]=[CH:39][C:15]([C:16]([C:18]2[C:22]([CH3:23])=[C:21]([CH3:24])[S:20][C:19]=2[C:25]2[C:26]([CH3:38])=[N:27][O:28][C:29]=2/[CH:30]=[N:31]/[S@@:32]([C:34]([CH3:37])([CH3:36])[CH3:35])=[O:33])=[O:17])=[CH:14][CH:13]=1.[NH4+].[Cl-].CCOC(C)=O, predict the reaction product. The product is: [Cl:11][C:12]1[CH:13]=[CH:14][C:15]([C:16]([C:18]2[C:22]([CH3:23])=[C:21]([CH3:24])[S:20][C:19]=2[C:25]2[C:26]([CH3:38])=[N:27][O:28][C:29]=2[C@H:30]([NH:31][S@@:32]([C:34]([CH3:35])([CH3:36])[CH3:37])=[O:33])[CH2:8][C:7]([O:6][C:2]([CH3:5])([CH3:4])[CH3:3])=[O:10])=[O:17])=[CH:39][CH:40]=1.[Cl:11][C:12]1[CH:13]=[CH:14][C:15]([C:16]([C:18]2[C:22]([CH3:23])=[C:21]([CH3:24])[S:20][C:19]=2[C:25]2[C:26]([CH3:38])=[N:27][O:28][C:29]=2[C@@H:30]([NH:31][S@@:32]([C:34]([CH3:35])([CH3:36])[CH3:37])=[O:33])[CH2:8][C:7]([O:6][C:2]([CH3:5])([CH3:4])[CH3:3])=[O:10])=[O:17])=[CH:39][CH:40]=1. (4) Given the reactants [H-].[Na+].Br[C:4]1[N:5]([C:29]2[CH:34]=[CH:33][CH:32]=[CH:31][CH:30]=2)[C:6]2[N:7]=[C:8]([C:21]3[CH:26]=[CH:25][C:24]([Cl:27])=[CH:23][C:22]=3[Cl:28])[N:9]([C:14]3[CH:19]=[CH:18][C:17]([Cl:20])=[CH:16][CH:15]=3)[C:10](=[O:13])[C:11]=2[N:12]=1.[CH3:35][OH:36], predict the reaction product. The product is: [Cl:20][C:17]1[CH:18]=[CH:19][C:14]([N:9]2[C:10](=[O:13])[C:11]3[N:12]=[C:4]([O:36][CH3:35])[N:5]([C:29]4[CH:34]=[CH:33][CH:32]=[CH:31][CH:30]=4)[C:6]=3[N:7]=[C:8]2[C:21]2[CH:26]=[CH:25][C:24]([Cl:27])=[CH:23][C:22]=2[Cl:28])=[CH:15][CH:16]=1. (5) Given the reactants C(OC([N:8]1[CH2:13][CH2:12][N:11]([C:14]2[CH:15]=[N:16][C:17]([NH:20][C:21]([C:23]3[N:24]=[CH:25][S:26][C:27]=3[NH:28][C:29](=[O:39])[C:30]3[C:35]([Cl:36])=[CH:34][C:33]([Cl:37])=[CH:32][C:31]=3[Cl:38])=[O:22])=[CH:18][CH:19]=2)[CH2:10][CH2:9]1)=O)(C)(C)C, predict the reaction product. The product is: [ClH:36].[N:11]1([C:14]2[CH:19]=[CH:18][C:17]([NH:20][C:21]([C:23]3[N:24]=[CH:25][S:26][C:27]=3[NH:28][C:29](=[O:39])[C:30]3[C:35]([Cl:36])=[CH:34][C:33]([Cl:37])=[CH:32][C:31]=3[Cl:38])=[O:22])=[N:16][CH:15]=2)[CH2:10][CH2:9][NH:8][CH2:13][CH2:12]1. (6) Given the reactants [Cl:1][C:2]1[N:7]=[C:6]([O:8][C:9]2([CH2:12][OH:13])[CH2:11][CH2:10]2)[C:5]([O:14]C)=[C:4]([Cl:16])[N:3]=1.[Cl-].[Li+], predict the reaction product. The product is: [Cl:1][C:2]1[N:3]=[C:4]([Cl:16])[C:5]([OH:14])=[C:6]([O:8][C:9]2([CH2:12][OH:13])[CH2:10][CH2:11]2)[N:7]=1. (7) Given the reactants [NH2:1][C:2]1[C:7]([C:8]([C:10]2[C:15]([O:16][CH3:17])=[CH:14][CH:13]=[C:12]([F:18])[C:11]=2[F:19])=[O:9])=[CH:6][N:5]=[C:4]([NH:20][CH:21]2[CH2:26][CH2:25][N:24]([S:27]([CH2:30][CH2:31][CH2:32]Cl)(=[O:29])=[O:28])[CH2:23][CH2:22]2)[N:3]=1.[CH3:34][O:35][CH2:36][CH2:37][NH:38][CH3:39], predict the reaction product. The product is: [NH2:1][C:2]1[C:7]([C:8]([C:10]2[C:15]([O:16][CH3:17])=[CH:14][CH:13]=[C:12]([F:18])[C:11]=2[F:19])=[O:9])=[CH:6][N:5]=[C:4]([NH:20][CH:21]2[CH2:26][CH2:25][N:24]([S:27]([CH2:30][CH2:31][CH2:32][N:38]([CH2:37][CH2:36][O:35][CH3:34])[CH3:39])(=[O:29])=[O:28])[CH2:23][CH2:22]2)[N:3]=1.